Predict the product of the given reaction. From a dataset of Forward reaction prediction with 1.9M reactions from USPTO patents (1976-2016). (1) Given the reactants [CH3:1][O:2][C:3](=[O:16])[C:4]([NH2:15])([CH3:14])[CH2:5][NH:6][C:7]1[CH:12]=[CH:11][C:10]([F:13])=[CH:9][CH:8]=1.C(N(CC)CC)C.Cl[C:25](Cl)([O:27]C(=O)OC(Cl)(Cl)Cl)Cl, predict the reaction product. The product is: [CH3:1][O:2][C:3]([C:4]1([CH3:14])[CH2:5][N:6]([C:7]2[CH:12]=[CH:11][C:10]([F:13])=[CH:9][CH:8]=2)[C:25](=[O:27])[NH:15]1)=[O:16]. (2) The product is: [NH2:15][C@H:7]1[C:8]2[C:13](=[CH:12][CH:11]=[C:10]([F:14])[CH:9]=2)[N:4]([C:1](=[O:3])[CH3:2])[C@@H:5]([CH3:27])[C@@H:6]1[CH3:26]. Given the reactants [C:1]([N:4]1[C:13]2[C:8](=[CH:9][C:10]([F:14])=[CH:11][CH:12]=2)[C@H:7]([NH:15]C(=O)OCC2C=CC=CC=2)[C@@H:6]([CH3:26])[C@@H:5]1[CH3:27])(=[O:3])[CH3:2], predict the reaction product. (3) Given the reactants C1(CC(N)=O)C=CC=CC=1.C(Cl)(=O)C(Cl)=O.[C:17]1([CH2:23][C:24]([N:26]=[C:27]=[O:28])=[O:25])[CH:22]=[CH:21][CH:20]=[CH:19][CH:18]=1.[NH2:29][C:30]1[CH:50]=[CH:49][C:33]([O:34][C:35]2[N:40]=[CH:39][N:38]=[C:37]([NH:41][C:42]([N:44]3[CH2:48][CH2:47][CH2:46][CH2:45]3)=[O:43])[CH:36]=2)=[C:32]([F:51])[CH:31]=1, predict the reaction product. The product is: [F:51][C:32]1[CH:31]=[C:30]([NH:29][C:27]([NH:26][C:24](=[O:25])[CH2:23][C:17]2[CH:22]=[CH:21][CH:20]=[CH:19][CH:18]=2)=[O:28])[CH:50]=[CH:49][C:33]=1[O:34][C:35]1[N:40]=[CH:39][N:38]=[C:37]([NH:41][C:42]([N:44]2[CH2:48][CH2:47][CH2:46][CH2:45]2)=[O:43])[CH:36]=1. (4) Given the reactants [F:1][C:2]([F:19])([F:18])[CH2:3][O:4][C:5]1[CH:6]=[C:7]([CH:11]=[CH:12][C:13]=1[C:14]([F:17])([F:16])[F:15])[C:8]([OH:10])=O.Cl.[CH3:21][NH:22][O:23][CH3:24].CN1CCOCC1.Cl.CN(C)CCCN=C=NCC, predict the reaction product. The product is: [CH3:24][O:23][N:22]([CH3:21])[C:8](=[O:10])[C:7]1[CH:11]=[CH:12][C:13]([C:14]([F:17])([F:16])[F:15])=[C:5]([O:4][CH2:3][C:2]([F:1])([F:19])[F:18])[CH:6]=1. (5) Given the reactants [CH:1]1([N:4]2[C:13]3[C:8](=[CH:9][CH:10]=[C:11]([C:18]4[CH:19]=[C:20]5[C:24](=[CH:25][CH:26]=4)[C@@H:23]([CH3:27])[NH:22][CH2:21]5)[C:12]=3[O:14][CH:15]([F:17])[F:16])[C:7](=[O:28])[C:6]([C:29]([OH:31])=[O:30])=[CH:5]2)[CH2:3][CH2:2]1.[CH3:32][S:33]([OH:36])(=[O:35])=[O:34], predict the reaction product. The product is: [CH3:32][S:33]([OH:36])(=[O:35])=[O:34].[CH:1]1([N:4]2[C:13]3[C:8](=[CH:9][CH:10]=[C:11]([C:18]4[CH:19]=[C:20]5[C:24](=[CH:25][CH:26]=4)[C@@H:23]([CH3:27])[NH:22][CH2:21]5)[C:12]=3[O:14][CH:15]([F:17])[F:16])[C:7](=[O:28])[C:6]([C:29]([OH:31])=[O:30])=[CH:5]2)[CH2:3][CH2:2]1. (6) Given the reactants [C:1]([O:5][C:6]([N:8]([CH3:14])[C@@H:9]([CH3:13])[C:10]([OH:12])=O)=[O:7])([CH3:4])([CH3:3])[CH3:2].[CH2:15](Cl)CCl.C1C=N[C:22]2N(O)N=N[C:21]=2[CH:20]=1.C[N:30]1[CH2:35][CH2:34][O:33]CC1.[C@H:36]1([NH:46][C:47]([C@H:49]2[NH:53][CH2:52][C@@H:51]([NH:54][C:55](=[O:71])[O:56][CH2:57][CH:58]3[C:70]4[CH:69]=[CH:68][CH:67]=[CH:66][C:65]=4[C:64]4[C:59]3=[CH:60][CH:61]=[CH:62][CH:63]=4)[CH2:50]2)=[O:48])[C:45]2[C:40](=[CH:41][CH:42]=[CH:43][CH:44]=2)[CH2:39][CH2:38][CH2:37]1, predict the reaction product. The product is: [CH:60]1[C:59]2[CH:58]([CH2:57][O:56][C:55]([NH:54][C@@H:51]3[CH2:52][N:53]([C:34](=[O:33])[C@@H:35]([NH:30][C:10](=[O:12])[C@@H:9]([N:8]([CH3:14])[C:6](=[O:7])[O:5][C:1]([CH3:2])([CH3:3])[CH3:4])[CH3:13])[C:21]([CH3:20])([CH3:22])[CH3:15])[C@H:49]([C:47](=[O:48])[NH:46][C@H:36]4[C:45]5[C:40](=[CH:41][CH:42]=[CH:43][CH:44]=5)[CH2:39][CH2:38][CH2:37]4)[CH2:50]3)=[O:71])[C:70]3[C:65](=[CH:66][CH:67]=[CH:68][CH:69]=3)[C:64]=2[CH:63]=[CH:62][CH:61]=1. (7) Given the reactants Cl[C:2]1[N:3]=[C:4]([N:22]2[CH2:27][CH2:26][O:25][CH2:24][CH2:23]2)[C:5]2[N:11]=[C:10]([CH2:12][CH:13]3[CH2:18][CH2:17][N:16]([C:19](=[O:21])[CH3:20])[CH2:15][CH2:14]3)[CH:9]=[CH:8][C:6]=2[N:7]=1.[Si]([N:35]1[C:43]2[C:38](=[C:39](B3OC(C)(C)C(C)(C)O3)[C:40]([F:44])=[CH:41][CH:42]=2)[CH:37]=[CH:36]1)(C(C)(C)C)(C)C, predict the reaction product. The product is: [F:44][C:40]1[C:39]([C:2]2[N:3]=[C:4]([N:22]3[CH2:27][CH2:26][O:25][CH2:24][CH2:23]3)[C:5]3[N:11]=[C:10]([CH2:12][CH:13]4[CH2:18][CH2:17][N:16]([C:19](=[O:21])[CH3:20])[CH2:15][CH2:14]4)[CH:9]=[CH:8][C:6]=3[N:7]=2)=[C:38]2[C:43](=[CH:42][CH:41]=1)[NH:35][CH:36]=[CH:37]2.